Dataset: Reaction yield outcomes from USPTO patents with 853,638 reactions. Task: Predict the reaction yield, written as a fraction of the theoretical maximum amount of product (1.0 means a 100% yield; for example, 0.34 means a 34% yield). (1) The reactants are [Cl:1][C:2]1[C:11]2[C:6](=[C:7]([OH:12])[CH:8]=[CH:9][CH:10]=2)[N:5]=[C:4]([CH3:13])[CH:3]=1.[H-].[Na+].[CH2:16](I)[CH2:17][CH3:18].[Na+].[Cl-]. The catalyst is CN(C)C=O. The product is [Cl:1][C:2]1[C:11]2[C:6](=[C:7]([O:12][CH2:16][CH2:17][CH3:18])[CH:8]=[CH:9][CH:10]=2)[N:5]=[C:4]([CH3:13])[CH:3]=1. The yield is 0.490. (2) The catalyst is C(OCCO)C.O. The reactants are Cl[C:2]1[C:11]2[CH:10]=[C:9]3[N:12]=[CH:13][N:14]([CH2:15][CH2:16][N:17]4[CH2:22][CH2:21][O:20][CH2:19][CH2:18]4)[C:8]3=[CH:7][C:6]=2[N:5]=[CH:4][C:3]=1[C:23]#[N:24].[Cl:25][C:26]1[C:32]([O:33][CH3:34])=[CH:31][C:29]([NH2:30])=[C:28]([CH3:35])[CH:27]=1.Cl.N1C=CC=CC=1.C(=O)([O-])[O-].[Na+].[Na+]. The yield is 0.699. The product is [Cl:25][C:26]1[C:32]([O:33][CH3:34])=[CH:31][C:29]([NH:30][C:2]2[C:11]3[CH:10]=[C:9]4[N:12]=[CH:13][N:14]([CH2:15][CH2:16][N:17]5[CH2:18][CH2:19][O:20][CH2:21][CH2:22]5)[C:8]4=[CH:7][C:6]=3[N:5]=[CH:4][C:3]=2[C:23]#[N:24])=[C:28]([CH3:35])[CH:27]=1. (3) The reactants are C([O-])([O-])=O.[Na+].[Na+].Br[C:8]1[C:16]2[C:12](=[C:13]([CH:18]=[O:19])[N:14]([CH3:17])[N:15]=2)[CH:11]=[CH:10][CH:9]=1.[Cl:20][C:21]1[CH:26]=[C:25]([Cl:27])[CH:24]=[CH:23][C:22]=1B(O)O. The catalyst is [Pd].C1(P(C2C=CC=CC=2)C2C=CC=CC=2)C=CC=CC=1.C1(P(C2C=CC=CC=2)C2C=CC=CC=2)C=CC=CC=1.C1(P(C2C=CC=CC=2)C2C=CC=CC=2)C=CC=CC=1.C1(P(C2C=CC=CC=2)C2C=CC=CC=2)C=CC=CC=1.COCCOC. The product is [Cl:20][C:21]1[CH:26]=[C:25]([Cl:27])[CH:24]=[CH:23][C:22]=1[C:8]1[C:16]2[C:12](=[C:13]([CH:18]=[O:19])[N:14]([CH3:17])[N:15]=2)[CH:11]=[CH:10][CH:9]=1. The yield is 0.950. (4) The reactants are [Cl:1][C:2]1[CH:3]=[C:4]([O:15]C)[C:5]([O:13]C)=[C:6]([C:8]2[NH:12][CH:11]=[N:10][CH:9]=2)[CH:7]=1.B(Br)(Br)Br. The catalyst is ClCCl. The product is [Cl:1][C:2]1[CH:3]=[C:4]([OH:15])[C:5]([OH:13])=[C:6]([C:8]2[NH:12][CH:11]=[N:10][CH:9]=2)[CH:7]=1. The yield is 0.620. (5) The reactants are [CH:1]1([CH2:6][C@H:7]([N:11]2[CH2:19][C:18]3[C:13](=[CH:14][CH:15]=[CH:16][C:17]=3[C:20]([F:23])([F:22])[F:21])[C:12]2=[O:24])[C:8](O)=[O:9])[CH2:5][CH2:4][CH2:3][CH2:2]1.[C:25](Cl)(=[O:29])[C:26](Cl)=O.C(O[CH2:35][CH2:36][N:37]1[CH:41]=[CH:40][C:39]([NH2:42])=[N:38]1)(C)C.N1C(C)=CC=C[C:44]=1C. The catalyst is C(Cl)Cl.CN(C)C=O. The product is [CH:1]1([CH2:6][C@H:7]([N:11]2[CH2:19][C:18]3[C:13](=[CH:14][CH:15]=[CH:16][C:17]=3[C:20]([F:21])([F:22])[F:23])[C:12]2=[O:24])[C:8]([NH:42][C:39]2[CH:40]=[CH:41][N:37]([CH2:36][CH2:35][CH2:44][C:25](=[O:29])[CH3:26])[N:38]=2)=[O:9])[CH2:2][CH2:3][CH2:4][CH2:5]1. The yield is 0.770.